Predict the reaction yield, written as a fraction of the theoretical maximum amount of product (1.0 means a 100% yield; for example, 0.34 means a 34% yield). From a dataset of Reaction yield outcomes from USPTO patents with 853,638 reactions. (1) The reactants are C[C:2]1[CH:3]=[C:4]([C:13](OC)=[O:14])[S:5][C:6]=1C1N(C)N=CC=1.[NH2:17][C@@H:18]([CH2:31][C:32]1[CH:37]=[CH:36][CH:35]=[CH:34][C:33]=1[C:38]([F:41])([F:40])[F:39])[CH2:19][N:20]1[C:28](=[O:29])[C:27]2[C:22](=[CH:23][CH:24]=[CH:25][CH:26]=2)[C:21]1=[O:30].C([N:45]([CH:48]([CH3:50])[CH3:49])[CH2:46]C)(C)C.F[P-](F)(F)(F)(F)F.Br[P+](N1CCCC1)(N1CCCC1)[N:60]1CCC[CH2:61]1.[CH2:75](Cl)Cl. No catalyst specified. The product is [CH3:46][N:45]1[C:48]([C:49]2[CH:3]=[C:4]([C:13]([NH:17][C@@H:18]([CH2:31][C:32]3[CH:37]=[CH:36][CH:35]=[CH:34][C:33]=3[C:38]([F:41])([F:39])[F:40])[CH2:19][N:20]3[C:28](=[O:29])[C:27]4[C:22](=[CH:23][CH:24]=[CH:25][CH:26]=4)[C:21]3=[O:30])=[O:14])[S:5][C:6]=2[CH3:2])=[C:50]([CH3:75])[CH:61]=[N:60]1. The yield is 0.717. (2) The reactants are Cl.Cl.[F:3][C@H:4]1[C:8]2[N:9]=[CH:10][N:11]=[C:12]([N:13]3[CH2:18][CH2:17][NH:16][CH2:15][CH2:14]3)[C:7]=2[C@H:6]([CH3:19])[CH2:5]1.C(OC([N:27]1[CH2:31][CH2:30][CH2:29][C@H:28]1[C@H:32]([C:36]1[CH:41]=[CH:40][C:39]([Cl:42])=[CH:38][CH:37]=1)[C:33](O)=[O:34])=O)(C)(C)C.C(N(C(C)C)CC)(C)C.CN(C(ON1N=NC2C=CC=CC1=2)=[N+](C)C)C.F[P-](F)(F)(F)(F)F. The catalyst is ClCCl. The product is [ClH:42].[Cl:42][C:39]1[CH:40]=[CH:41][C:36]([C@@H:32]([C@@H:28]2[CH2:29][CH2:30][CH2:31][NH:27]2)[C:33]([N:16]2[CH2:15][CH2:14][N:13]([C:12]3[C:7]4[C@H:6]([CH3:19])[CH2:5][C@@H:4]([F:3])[C:8]=4[N:9]=[CH:10][N:11]=3)[CH2:18][CH2:17]2)=[O:34])=[CH:37][CH:38]=1. The yield is 0.810.